Dataset: Full USPTO retrosynthesis dataset with 1.9M reactions from patents (1976-2016). Task: Predict the reactants needed to synthesize the given product. (1) Given the product [O:2]=[C:3]1[NH:8][N:7]=[C:6]([C:9]([O:11][CH3:16])=[O:10])[CH:5]=[CH:4]1, predict the reactants needed to synthesize it. The reactants are: O.[O:2]=[C:3]1[NH:8][N:7]=[C:6]([C:9]([OH:11])=[O:10])[CH:5]=[CH:4]1.S(Cl)(Cl)=O.[CH3:16]O. (2) Given the product [CH3:16][O:17][CH2:18][CH2:19][C@@H:20]1[NH:21][CH2:22][CH2:23][N:11]([C:9]2[C:10]3[CH:1]=[CH:2][S:3][C:4]=3[NH:5][C:6]3[CH:15]=[CH:14][CH:13]=[CH:12][C:7]=3[N:8]=2)[CH2:25]1, predict the reactants needed to synthesize it. The reactants are: [CH:1]1[C:10]2[C:9]([NH2:11])=[N:8][C:7]3[CH:12]=[CH:13][CH:14]=[CH:15][C:6]=3[NH:5][C:4]=2[S:3][CH:2]=1.[CH3:16][O:17][CH2:18][CH2:19][C@H:20]1[CH2:25]N[CH2:23][CH2:22][NH:21]1.CS(C)=O.C1(C)C=CC=CC=1. (3) The reactants are: Cl[C:2]1[CH:3]=[C:4](CO[C:2]2[CH:7]=[CH:6][CH:5]=[CH:4][C:3]=2CC(OC(C)(C)C)=O)[CH:5]=[C:6](C2CCCCC=2)[CH:7]=1.[C:30]([O:34][C:35]([NH:37][C@@H:38]([C:40]1[C:41]([F:69])=[C:42]([C:46]2[CH:51]=[C:50](O)[CH:49]=[C:48]([CH2:53][O:54][C:55]3[CH:60]=[CH:59][CH:58]=[CH:57][C:56]=3[CH2:61][C:62]([O:64][C:65]([CH3:68])([CH3:67])[CH3:66])=[O:63])[CH:47]=2)[CH:43]=[CH:44][CH:45]=1)[CH3:39])=[O:36])([CH3:33])([CH3:32])[CH3:31]. Given the product [C:30]([O:34][C:35]([NH:37][C@@H:38]([C:40]1[C:41]([F:69])=[C:42]([C:46]2[CH:51]=[C:50]([C:2]3[CH2:3][CH2:4][CH2:5][CH2:6][CH:7]=3)[CH:49]=[C:48]([CH2:53][O:54][C:55]3[CH:60]=[CH:59][CH:58]=[CH:57][C:56]=3[CH2:61][C:62]([O:64][C:65]([CH3:67])([CH3:66])[CH3:68])=[O:63])[CH:47]=2)[CH:43]=[CH:44][CH:45]=1)[CH3:39])=[O:36])([CH3:33])([CH3:32])[CH3:31], predict the reactants needed to synthesize it. (4) Given the product [C:15]([C:11]1[CH:12]=[CH:13][N:14]2[C:9]([CH:10]=1)=[C:8]([S:17][C:18]1[CH:19]=[CH:20][C:21]([S:24]([CH3:27])(=[O:26])=[O:25])=[CH:22][CH:23]=1)[C:7]([CH3:28])=[C:6]2[CH2:5][C:4]([OH:29])=[O:3])#[N:16], predict the reactants needed to synthesize it. The reactants are: C([O:3][C:4](=[O:29])[CH2:5][C:6]1[N:14]2[C:9]([CH:10]=[C:11]([C:15]#[N:16])[CH:12]=[CH:13]2)=[C:8]([S:17][C:18]2[CH:23]=[CH:22][C:21]([S:24]([CH3:27])(=[O:26])=[O:25])=[CH:20][CH:19]=2)[C:7]=1[CH3:28])C.O1CCCC1.[OH-].[Li+].Cl. (5) Given the product [F:24][C:6]([F:5])([F:23])[CH2:7][N:8]1[CH2:13][CH2:12][CH:11]([C:14]2[CH:15]=[CH:16][C:17]([NH:20][CH:1]=[O:3])=[CH:18][CH:19]=2)[CH2:10][CH2:9]1, predict the reactants needed to synthesize it. The reactants are: [CH:1]([O-:3])=O.[NH4+].[F:5][C:6]([F:24])([F:23])[CH2:7][N:8]1[CH2:13][CH2:12][CH:11]([C:14]2[CH:19]=[CH:18][C:17]([N+:20]([O-])=O)=[CH:16][CH:15]=2)[CH2:10][CH2:9]1. (6) Given the product [CH3:42][N:41]1[C:2]2[CH:3]=[CH:4][CH:5]=[CH:6][C:7]=2[N:8]=[C:9]1[C:11]1[CH:12]=[C:13]([CH:31]=[CH:32][CH:33]=1)[C:14]([NH:16][CH2:17][CH2:18][CH:19]1[CH2:24][CH2:23][N:22]([C:25]2[CH:30]=[CH:29][N:28]=[CH:27][CH:26]=2)[CH2:21][CH2:20]1)=[O:15], predict the reactants needed to synthesize it. The reactants are: Cl[C:2]1[C:7]2[N:8]=[C:9]([C:11]3[CH:12]=[C:13]([CH:31]=[CH:32][CH:33]=3)[C:14]([NH:16][CH2:17][CH2:18][CH:19]3[CH2:24][CH2:23][N:22]([C:25]4[CH:30]=[CH:29][N:28]=[CH:27][CH:26]=4)[CH2:21][CH2:20]3)=[O:15])S[C:6]=2[CH:5]=[CH:4][CH:3]=1.FC(F)(F)C(O)=O.[N:41]1(C2C=CN=CC=2)CCC(CCN)C[CH2:42]1.CN1C2C=CC=CC=2N=C1C1C=C(C=CC=1)C(O)=O.CNC1C=CC=CC=1N.C(C1C=C(C=CC=1)C(OC)=O)=O. (7) Given the product [NH2:1][C:2]1[N:3]([CH3:24])[C:4](=[O:23])[C:5]2([C:15]3[C:10](=[CH:11][CH:12]=[C:13]([C:29]4[CH:30]=[CH:31][C:26]([F:25])=[C:27]([CH:28]=4)[C:35]([NH:36][CH2:37][CH2:38][OH:39])=[O:40])[CH:14]=3)[O:9][CH:8]([C:17]3[CH:22]=[CH:21][CH:20]=[CH:19][CH:18]=3)[CH2:7]2)[N:6]=1, predict the reactants needed to synthesize it. The reactants are: [NH2:1][C:2]1[N:3]([CH3:24])[C:4](=[O:23])[C:5]2([C:15]3[C:10](=[CH:11][CH:12]=[C:13](Br)[CH:14]=3)[O:9][CH:8]([C:17]3[CH:22]=[CH:21][CH:20]=[CH:19][CH:18]=3)[CH2:7]2)[N:6]=1.[F:25][C:26]1[CH:31]=[CH:30][C:29](B(O)O)=[CH:28][C:27]=1[C:35](=[O:40])[NH:36][CH2:37][CH2:38][OH:39].